Dataset: Forward reaction prediction with 1.9M reactions from USPTO patents (1976-2016). Task: Predict the product of the given reaction. Given the reactants [Br:1]/[C:2](/[CH:27]=C/C1C(C)(C)C2C(N=1)=[N+](CCCS([O-])(=O)=O)C=C(Cl)C=2)=[CH:3]\[CH:4]=[C:5]1\[N:6]([CH2:20][CH2:21][CH2:22][S:23]([O-:26])(=[O:25])=[O:24])[C:7]2[C:12]([C:13]\1([CH3:15])[CH3:14])=[CH:11][C:10](S([O-])(=O)=O)=[CH:9][CH:8]=2.[Na+:48].[Na+].[CH3:50][C:51]1([CH3:80])[C:59]2[C:58]3[CH:60]=[C:61]([S:68]([O-:71])(=[O:70])=[O:69])[CH:62]=[C:63]([S:64]([O-:67])(=[O:66])=[O:65])[C:57]=3[CH:56]=[CH:55][C:54]=2[N+:53]([CH2:72][CH2:73][CH2:74][S:75]([O-:78])(=[O:77])=[O:76])=[C:52]1[CH3:79].[Na+].[Na+], predict the reaction product. The product is: [Br:1]/[C:2](=[CH:3]\[CH:4]=[C:5]1\[N:6]([CH2:20][CH2:21][CH2:22][S:23]([O-:26])(=[O:24])=[O:25])[C:7]2[CH:8]=[CH:9][C:10]3[C:61]([S:68]([O-:71])(=[O:69])=[O:70])=[CH:62][C:63]([S:64]([O-:67])(=[O:66])=[O:65])=[CH:57][C:11]=3[C:12]=2[C:13]\1([CH3:15])[CH3:14])/[CH:27]=[CH:79]/[C:52]1[C:51]([CH3:80])([CH3:50])[C:59]2[C:58]3[CH:60]=[C:61]([S:68]([O-:71])(=[O:69])=[O:70])[CH:62]=[C:63]([S:64]([O-:67])(=[O:65])=[O:66])[C:57]=3[CH:56]=[CH:55][C:54]=2[N+:53]=1[CH2:72][CH2:73][CH2:74][S:75]([O-:78])(=[O:77])=[O:76].[Na+:48].[Na+:48].[Na+:48].[Na+:48].[Na+:48].